From a dataset of Reaction yield outcomes from USPTO patents with 853,638 reactions. Predict the reaction yield, written as a fraction of the theoretical maximum amount of product (1.0 means a 100% yield; for example, 0.34 means a 34% yield). No catalyst specified. The product is [CH3:1][O:2][C:3]1[C:4]([NH:14][C:15]([N:32]2[CH2:33][CH2:34][N:29]([C:26]3[CH:25]=[CH:24][C:23]([N+:20]([O-:22])=[O:21])=[CH:28][CH:27]=3)[CH2:30][CH2:31]2)=[O:19])=[N:5][C:6]2[C:11]([N:12]=1)=[CH:10][C:9]([CH3:13])=[CH:8][CH:7]=2. The reactants are [CH3:1][O:2][C:3]1[C:4]([NH:14][C:15](=[O:19])OCC)=[N:5][C:6]2[C:11]([N:12]=1)=[CH:10][C:9]([CH3:13])=[CH:8][CH:7]=2.[N+:20]([C:23]1[CH:28]=[CH:27][C:26]([N:29]2[CH2:34][CH2:33][NH:32][CH2:31][CH2:30]2)=[CH:25][CH:24]=1)([O-:22])=[O:21]. The yield is 0.890.